Dataset: Forward reaction prediction with 1.9M reactions from USPTO patents (1976-2016). Task: Predict the product of the given reaction. (1) Given the reactants C(OC(=O)[NH:7][C@H:8]([C:16](=[O:20])[N:17]([CH3:19])[CH3:18])[CH2:9][C:10]1[CH:15]=[CH:14][CH:13]=[CH:12][CH:11]=1)(C)(C)C.FC(F)(F)C(O)=O, predict the reaction product. The product is: [NH2:7][C@@H:8]([CH2:9][C:10]1[CH:11]=[CH:12][CH:13]=[CH:14][CH:15]=1)[C:16]([N:17]([CH3:19])[CH3:18])=[O:20]. (2) Given the reactants [C:1]1([C@@:7]2([CH3:29])[C:11](=[O:12])[N:10]([C@@H:13]([CH2:17][CH:18]([CH3:20])[CH3:19])[C:14]([O-])=[O:15])[C:9](=[O:21])[N:8]2[CH2:22][C:23]2[CH:28]=[CH:27][CH:26]=[CH:25][CH:24]=2)[CH:6]=[CH:5][CH:4]=[CH:3][CH:2]=1.[NH2:30][C@H:31]([C:40]1[CH:45]=[CH:44][C:43]([O:46][CH3:47])=[CH:42][C:41]=1[O:48][CH3:49])[CH2:32][C:33]([O:35]C(C)(C)C)=[O:34].FC(F)(F)C(O)=O, predict the reaction product. The product is: [C:1]1([C@@:7]2([CH3:29])[C:11](=[O:12])[N:10]([C@@H:13]([CH2:17][CH:18]([CH3:19])[CH3:20])[C:14]([NH:30][C@H:31]([C:40]3[CH:45]=[CH:44][C:43]([O:46][CH3:47])=[CH:42][C:41]=3[O:48][CH3:49])[CH2:32][C:33]([OH:35])=[O:34])=[O:15])[C:9](=[O:21])[N:8]2[CH2:22][C:23]2[CH:28]=[CH:27][CH:26]=[CH:25][CH:24]=2)[CH:6]=[CH:5][CH:4]=[CH:3][CH:2]=1. (3) Given the reactants [NH2:1][C:2]1[N:7]=[C:6]([C:8]2[CH:13]=[CH:12][C:11]([CH2:14][C@H:15]([NH:19][C:20]([O:22][C:23]([CH3:26])([CH3:25])[CH3:24])=[O:21])[C:16]([OH:18])=[O:17])=[CH:10][CH:9]=2)[CH:5]=[C:4]([O:27][C@@H:28]([C:33]2[CH:38]=[CH:37][C:36](Br)=[CH:35][CH:34]=2)[C:29]([F:32])([F:31])[F:30])[N:3]=1.[F:40][C:41]([F:52])([F:51])[C:42]1[CH:47]=[CH:46][N:45]=[CH:44][C:43]=1B(O)O.C(#N)C.C(=O)([O-])[O-].[Na+].[Na+], predict the reaction product. The product is: [NH2:1][C:2]1[N:7]=[C:6]([C:8]2[CH:13]=[CH:12][C:11]([CH2:14][C@H:15]([NH:19][C:20]([O:22][C:23]([CH3:26])([CH3:25])[CH3:24])=[O:21])[C:16]([OH:18])=[O:17])=[CH:10][CH:9]=2)[CH:5]=[C:4]([O:27][C@@H:28]([C:33]2[CH:38]=[CH:37][C:36]([C:43]3[CH:44]=[N:45][CH:46]=[CH:47][C:42]=3[C:41]([F:52])([F:51])[F:40])=[CH:35][CH:34]=2)[C:29]([F:32])([F:31])[F:30])[N:3]=1. (4) Given the reactants [S:1]1[CH:5]=[CH:4][C:3]2[C:6]([N:10]3[CH2:15][CH2:14][N:13](C(=O)C)[CH2:12][CH2:11]3)=[CH:7][CH:8]=[CH:9][C:2]1=2.[ClH:19].O1CCOCC1, predict the reaction product. The product is: [ClH:19].[S:1]1[CH:5]=[CH:4][C:3]2[C:6]([N:10]3[CH2:15][CH2:14][NH:13][CH2:12][CH2:11]3)=[CH:7][CH:8]=[CH:9][C:2]1=2. (5) Given the reactants [CH3:1][NH:2][S:3]([CH2:6][C:7]1[CH:8]=[CH:9][C:10]2[NH:15][CH:14]=[C:13]([CH2:16][CH2:17][N:18]([CH3:20])[CH3:19])[C:11]=2[CH:12]=1)(=[O:5])=[O:4].[C:21]([OH:28])(=[O:27])[CH2:22][CH2:23][C:24]([OH:26])=[O:25], predict the reaction product. The product is: [CH3:1][NH:2][S:3]([CH2:6][C:7]1[CH:8]=[CH:9][C:10]2[NH:15][CH:14]=[C:13]([CH2:16][CH2:17][N:18]([CH3:20])[CH3:19])[C:11]=2[CH:12]=1)(=[O:5])=[O:4].[CH2:22]([C:21]([OH:28])=[O:27])[CH2:23][C:24]([OH:26])=[O:25]. (6) Given the reactants [Cl:1][C:2]1[CH:3]=[C:4]([C:10]2([C:27]([F:30])([F:29])[F:28])[CH2:14][CH2:13][N:12]([C:15]3[N:20]=[C:19]([C:21]([F:24])([F:23])[F:22])[C:18]([CH2:25]O)=[CH:17][N:16]=3)[CH2:11]2)[CH:5]=[C:6]([Cl:9])[C:7]=1[Cl:8].O1CCCC1.CS(Cl)(=O)=O.O.[NH3:42], predict the reaction product. The product is: [Cl:1][C:2]1[CH:3]=[C:4]([C:10]2([C:27]([F:30])([F:29])[F:28])[CH2:14][CH2:13][N:12]([C:15]3[N:20]=[C:19]([C:21]([F:24])([F:23])[F:22])[C:18]([CH2:25][NH2:42])=[CH:17][N:16]=3)[CH2:11]2)[CH:5]=[C:6]([Cl:9])[C:7]=1[Cl:8].